From a dataset of Full USPTO retrosynthesis dataset with 1.9M reactions from patents (1976-2016). Predict the reactants needed to synthesize the given product. (1) The reactants are: [CH2:1]([O:5][CH2:6][CH2:7][O:8][C:9]1[CH:14]=[CH:13][C:12]([C:15]2[CH:16]=[CH:17][C:18]3[N:24]([CH2:25][CH:26]([CH3:28])[CH3:27])[CH2:23][CH2:22][C:21]([C:29]([NH:31][C:32]4[CH:37]=[CH:36][C:35]([S:38][CH2:39][C:40]5[N:44]=[CH:43][N:42]([CH3:45])[N:41]=5)=[CH:34][CH:33]=4)=[O:30])=[CH:20][C:19]=3[CH:46]=2)=[CH:11][CH:10]=1)[CH2:2][CH2:3][CH3:4].ClC1C=CC=C(C(OO)=[O:55])C=1.S([O-])([O-])(=O)=S.[Na+].[Na+]. Given the product [CH2:1]([O:5][CH2:6][CH2:7][O:8][C:9]1[CH:10]=[CH:11][C:12]([C:15]2[CH:16]=[CH:17][C:18]3[N:24]([CH2:25][CH:26]([CH3:27])[CH3:28])[CH2:23][CH2:22][C:21]([C:29]([NH:31][C:32]4[CH:33]=[CH:34][C:35]([S:38]([CH2:39][C:40]5[N:44]=[CH:43][N:42]([CH3:45])[N:41]=5)=[O:55])=[CH:36][CH:37]=4)=[O:30])=[CH:20][C:19]=3[CH:46]=2)=[CH:13][CH:14]=1)[CH2:2][CH2:3][CH3:4], predict the reactants needed to synthesize it. (2) Given the product [CH2:18]([O:1][C:2]1[CH:3]=[C:4]([CH:7]=[CH:8][C:9]=1[O:10][CH3:11])[CH:5]=[O:6])[C:19]1[CH:24]=[CH:23][CH:22]=[CH:21][CH:20]=1, predict the reactants needed to synthesize it. The reactants are: [OH:1][C:2]1[CH:3]=[C:4]([CH:7]=[CH:8][C:9]=1[O:10][CH3:11])[CH:5]=[O:6].C(=O)([O-])[O-].[K+].[K+].[CH2:18](Cl)[C:19]1[CH:24]=[CH:23][CH:22]=[CH:21][CH:20]=1.